Dataset: Forward reaction prediction with 1.9M reactions from USPTO patents (1976-2016). Task: Predict the product of the given reaction. (1) Given the reactants [Cl:1][C:2]1[C:3](Br)=[N:4][CH:5]=[CH:6][CH:7]=1.[O-]P([O-])([O-])=O.[K+].[K+].[K+].[CH:17]1(B(O)O)[CH2:19][CH2:18]1.C1(P(C2CCCCC2)C2CCCCC2)CCCCC1, predict the reaction product. The product is: [Cl:1][C:2]1[C:3]([CH:17]2[CH2:19][CH2:18]2)=[N:4][CH:5]=[CH:6][CH:7]=1. (2) Given the reactants [CH2:1]([O:5][C:6]1[N:14]=[C:13]2[C:9]([N:10]=[C:11]([O:21]C)[N:12]2[CH2:15][CH2:16][CH2:17][CH2:18][CH2:19]Cl)=[C:8]([NH2:23])[N:7]=1)[CH2:2][CH2:3][CH3:4].[CH:24]1([N:29]2[CH2:34][CH2:33][NH:32][CH2:31][CH2:30]2)[CH2:28][CH2:27][CH2:26][CH2:25]1, predict the reaction product. The product is: [NH2:23][C:8]1[N:7]=[C:6]([O:5][CH2:1][CH2:2][CH2:3][CH3:4])[N:14]=[C:13]2[C:9]=1[NH:10][C:11](=[O:21])[N:12]2[CH2:15][CH2:16][CH2:17][CH2:18][CH2:19][N:32]1[CH2:33][CH2:34][N:29]([CH:24]2[CH2:28][CH2:27][CH2:26][CH2:25]2)[CH2:30][CH2:31]1. (3) The product is: [CH3:37][S:38]([C:12]1[CH:17]=[CH:16][C:15]([C@H:18]([C:30]2[CH:35]=[CH:34][CH:33]=[CH:32][C:31]=2[CH3:36])[CH2:19][C:20]([C:22]2[CH:23]=[CH:24][C:25](=[O:29])[N:26]([CH3:28])[CH:27]=2)=[O:21])=[CH:14][CH:13]=1)(=[O:40])=[O:39]. Given the reactants N1CCC[C@H]1C(O)=O.[OH-].[Na+].Br[C:12]1[CH:17]=[CH:16][C:15]([C@H:18]([C:30]2[CH:35]=[CH:34][CH:33]=[CH:32][C:31]=2[CH3:36])[CH2:19][C:20]([C:22]2[CH:23]=[CH:24][C:25](=[O:29])[N:26]([CH3:28])[CH:27]=2)=[O:21])=[CH:14][CH:13]=1.[CH3:37][S:38]([O-:40])=[O:39].[Na+], predict the reaction product. (4) The product is: [F:1][C:2]1[CH:3]=[C:4]([C@H:13]([NH:17][C:18]([N:20]2[CH2:25][C:24](=[O:26])[NH:23][C:22]3[CH:27]=[C:28]([CH3:31])[CH:29]=[N:30][C:21]2=3)=[O:19])[CH2:14][O:15][CH3:16])[CH:5]=[CH:6][C:7]=1[O:8][C:9]([F:11])([F:12])[F:10]. Given the reactants [F:1][C:2]1[CH:3]=[C:4]([CH:13]([NH:17][C:18]([N:20]2[CH2:25][C:24](=[O:26])[NH:23][C:22]3[CH:27]=[C:28]([CH3:31])[CH:29]=[N:30][C:21]2=3)=[O:19])[CH2:14][O:15][CH3:16])[CH:5]=[CH:6][C:7]=1[O:8][C:9]([F:12])([F:11])[F:10].C(=O)=O.CO, predict the reaction product. (5) Given the reactants [NH2:1][C:2]1[CH:7]=[CH:6][C:5]([C:8]2[C:17]3[C:12](=[CH:13][CH:14]=[C:15]([Cl:18])[CH:16]=3)[CH2:11][CH2:10][N:9]=2)=[CH:4][C:3]=1[O:19][CH3:20].C(=O)([O-])[O-].[Na+].[Na+].[F:27][C:28]([F:41])([F:40])[O:29][C:30]1[CH:35]=[CH:34][C:33]([S:36](Cl)(=[O:38])=[O:37])=[CH:32][CH:31]=1, predict the reaction product. The product is: [F:41][C:28]([F:27])([F:40])[O:29][C:30]1[CH:35]=[CH:34][C:33]([S:36]([NH:1][C:2]2[CH:7]=[CH:6][C:5]([C:8]3[C:17]4[C:12](=[CH:13][CH:14]=[C:15]([Cl:18])[CH:16]=4)[CH2:11][CH2:10][N:9]=3)=[CH:4][C:3]=2[O:19][CH3:20])(=[O:38])=[O:37])=[CH:32][CH:31]=1. (6) Given the reactants [CH2:1]([O:3][C:4]([NH:6][C:7]1[CH:8]=[CH:9][C:10]([N:14]2[CH2:23][CH2:22][C:17]3([O:21][CH2:20][CH2:19][O:18]3)[CH2:16][CH2:15]2)=[C:11]([F:13])[CH:12]=1)=[O:5])[CH3:2].C[C:25](C)([O-:27])C.[Li+].C(OC(=O)CCC)[C@@H]1OC1, predict the reaction product. The product is: [O:21]1[C:17]2([CH2:16][CH2:15][N:14]([C:10]3[CH:9]=[CH:8][C:7]([N:6]4[CH2:2][C@H:1]([CH2:25][OH:27])[O:3][C:4]4=[O:5])=[CH:12][C:11]=3[F:13])[CH2:23][CH2:22]2)[O:18][CH2:19][CH2:20]1.